Task: Predict the product of the given reaction.. Dataset: Forward reaction prediction with 1.9M reactions from USPTO patents (1976-2016) (1) Given the reactants [F:1][C:2]1[CH:3]=[C:4](B(O)O)[CH:5]=[C:6]([F:9])[C:7]=1[F:8].[NH2:13][C:14]1[N:15]=[C:16]([N:25]2[CH2:30][CH2:29][N:28]([C:31](=[O:41])[CH2:32][O:33][C:34]3[CH:39]=[CH:38][C:37]([Cl:40])=[CH:36][CH:35]=3)[CH2:27][CH2:26]2)[C:17]2[N:23]=[C:22](Cl)[CH:21]=[CH:20][C:18]=2[N:19]=1, predict the reaction product. The product is: [NH2:13][C:14]1[N:15]=[C:16]([N:25]2[CH2:26][CH2:27][N:28]([C:31](=[O:41])[CH2:32][O:33][C:34]3[CH:39]=[CH:38][C:37]([Cl:40])=[CH:36][CH:35]=3)[CH2:29][CH2:30]2)[C:17]2[N:23]=[C:22]([C:4]3[CH:3]=[C:2]([F:1])[C:7]([F:8])=[C:6]([F:9])[CH:5]=3)[CH:21]=[CH:20][C:18]=2[N:19]=1. (2) Given the reactants C[O:2][C:3](=[O:39])[C:4]1[CH:9]=[CH:8][C:7]([O:10][C:11]2[CH:16]=[CH:15][C:14]([NH:17][C:18]([O:20][C:21]([CH3:24])([CH3:23])[CH3:22])=[O:19])=[CH:13][CH:12]=2)=[C:6]([NH:25][C:26]2[C:27]3[CH:35]=[CH:34][C:33]([CH:36]([CH3:38])[CH3:37])=[N:32][C:28]=3[N:29]=[CH:30][N:31]=2)[CH:5]=1.[Li+].[OH-], predict the reaction product. The product is: [C:21]([O:20][C:18]([NH:17][C:14]1[CH:15]=[CH:16][C:11]([O:10][C:7]2[CH:8]=[CH:9][C:4]([C:3]([OH:39])=[O:2])=[CH:5][C:6]=2[NH:25][C:26]2[C:27]3[CH:35]=[CH:34][C:33]([CH:36]([CH3:37])[CH3:38])=[N:32][C:28]=3[N:29]=[CH:30][N:31]=2)=[CH:12][CH:13]=1)=[O:19])([CH3:23])([CH3:22])[CH3:24]. (3) Given the reactants [CH3:1][C:2]([C:5]1[CH:6]=[CH:7][C:8]([S:11]([NH:14][C:15]2[C:16]([O:31][C:32]3[CH:33]=[CH:34][CH:35]=[CH:36][C:37]=3[O:38][CH3:39])=[C:17]([O:27][CH2:28][CH2:29][OH:30])[N:18]=[C:19]([C:21]3[N:22]=[CH:23][CH:24]=[CH:25][N:26]=3)[N:20]=2)(=[O:13])=[O:12])=[CH:9][CH:10]=1)([CH3:4])[CH3:3].C.[OH2:41], predict the reaction product. The product is: [CH3:4][C:2]([C:5]1[CH:6]=[CH:7][C:8]([S:11]([NH:14][C:15]2[N:20]=[C:19]([C:21]3[N:22]=[CH:23][CH:24]=[CH:25][N:26]=3)[N:18]=[C:17]([O:27][CH2:28][CH2:29][OH:30])[C:16]=2[O:31][C:32]2[C:37]([O:38][CH3:39])=[CH:36][CH:35]=[CH:34][CH:33]=2)(=[O:12])=[O:13])=[CH:9][CH:10]=1)([CH3:1])[CH3:3].[OH2:41].